Predict the reactants needed to synthesize the given product. From a dataset of Full USPTO retrosynthesis dataset with 1.9M reactions from patents (1976-2016). (1) Given the product [C:43]1([N:20]([C:21]2[CH:41]=[CH:40][C:24]3[O:25][C:26]4[CH:32]=[C:31]([N:33]([C:34]5[CH:35]=[CH:36][CH:37]=[CH:38][CH:39]=5)[C:65]5[C:60]6[C:59](=[CH:64][CH:63]=[CH:62][CH:61]=6)[CH:66]=[CH:2][CH:1]=5)[CH:30]=[CH:29][C:27]=4[O:28][C:23]=3[CH:22]=2)[C:14]2[CH:19]=[CH:18][CH:17]=[CH:16][CH:15]=2)[C:52]2[C:47](=[CH:48][CH:49]=[CH:50][CH:51]=2)[CH:46]=[CH:45][CH:44]=1, predict the reactants needed to synthesize it. The reactants are: [C:1](P(C(C)(C)C)C(C)(C)C)(C)(C)[CH3:2].[C:14]1([NH:20][C:21]2[CH:41]=[CH:40][C:24]3[O:25][C:26]4[CH:32]=[C:31]([NH:33][C:34]5[CH:39]=[CH:38][CH:37]=[CH:36][CH:35]=5)[CH:30]=[CH:29][C:27]=4[O:28][C:23]=3[CH:22]=2)[CH:19]=[CH:18][CH:17]=[CH:16][CH:15]=1.Br[C:43]1[C:52]2[C:47](=[CH:48][CH:49]=[CH:50][CH:51]=2)[CH:46]=[CH:45][CH:44]=1.CC(C)([O-])C.[Na+].[C:59]1([CH3:66])[C:60]([CH3:65])=[CH:61][CH:62]=[CH:63][CH:64]=1. (2) Given the product [CH3:10][C:3]1[CH:4]=[C:5]([CH:8]=[CH:9][C:2]=1[N:15]1[CH2:16][CH2:17][CH2:18][N:12]([CH3:11])[CH2:13][CH2:14]1)[C:6]#[N:7], predict the reactants needed to synthesize it. The reactants are: F[C:2]1[CH:9]=[CH:8][C:5]([C:6]#[N:7])=[CH:4][C:3]=1[CH3:10].[CH3:11][N:12]1[CH2:18][CH2:17][CH2:16][NH:15][CH2:14][CH2:13]1. (3) The reactants are: Cl[C:2]1[C:11]2[C:6](=[CH:7][CH:8]=[C:9]([N:12]3[CH:16]([CH3:17])[CH2:15][CH2:14][C:13]3=[O:18])[CH:10]=2)[CH:5]=[N:4][CH:3]=1.[CH3:19][N:20]1[CH:24]=[C:23]([C:25]2[CH:30]=[CH:29][C:28](B3OC(C)(C)C(C)(C)O3)=[CH:27][CH:26]=2)[CH:22]=[N:21]1.C(=O)([O-])[O-].[Na+].[Na+].O. Given the product [CH3:17][CH:16]1[N:12]([C:9]2[CH:10]=[C:11]3[C:6](=[CH:7][CH:8]=2)[CH:5]=[N:4][CH:3]=[C:2]3[C:28]2[CH:27]=[CH:26][C:25]([C:23]3[CH:22]=[N:21][N:20]([CH3:19])[CH:24]=3)=[CH:30][CH:29]=2)[C:13](=[O:18])[CH2:14][CH2:15]1, predict the reactants needed to synthesize it. (4) Given the product [Cl:1][C:2]1[CH:3]=[CH:4][C:5]([CH:8]([O:12][C:20]2[CH:21]=[CH:22][CH:23]=[C:16]([F:15])[C:17]=2[C:18]#[N:19])[CH2:9][O:10][CH3:11])=[CH:6][CH:7]=1, predict the reactants needed to synthesize it. The reactants are: [Cl:1][C:2]1[CH:7]=[CH:6][C:5]([CH:8]([OH:12])[CH2:9][O:10][CH3:11])=[CH:4][CH:3]=1.[H-].[Na+].[F:15][C:16]1[CH:23]=[CH:22][CH:21]=[C:20](F)[C:17]=1[C:18]#[N:19]. (5) Given the product [ClH:81].[OH:44][C:45]1([C:75]2[CH:76]=[N:77][CH:78]=[CH:79][CH:80]=2)[CH2:50][CH2:49][N:48]([C:51](=[O:74])[CH2:52][O:53][CH2:54][CH:55]2[CH2:60][CH2:59][CH2:58][CH2:57][N:56]2[S:61]([C:64]2[C:65]([CH3:73])=[CH:66][C:67]([O:71][CH3:72])=[CH:68][C:69]=2[CH3:70])(=[O:62])=[O:63])[CH2:47][CH2:46]1, predict the reactants needed to synthesize it. The reactants are: COC1C=C(C)C(S(N2CCCCC2COCC(O)=O)(=O)=O)=C(C)C=1.N1C=CC=C(C2(O)CCNCC2)C=1.C(=O)(O)[O-].[Na+].[OH:44][C:45]1([C:75]2[CH:76]=[N:77][CH:78]=[CH:79][CH:80]=2)[CH2:50][CH2:49][N:48]([C:51](=[O:74])[CH2:52][O:53][CH2:54][CH:55]2[CH2:60][CH2:59][CH2:58][CH2:57][N:56]2[S:61]([C:64]2[C:69]([CH3:70])=[CH:68][C:67]([O:71][CH3:72])=[CH:66][C:65]=2[CH3:73])(=[O:63])=[O:62])[CH2:47][CH2:46]1.[Cl:81][Si](C)(C)C.